From a dataset of Forward reaction prediction with 1.9M reactions from USPTO patents (1976-2016). Predict the product of the given reaction. (1) Given the reactants Cl[C:2]1[C:3]2[N:4]([C:13]([O:16]C)=[N:14][N:15]=2)[C:5]2[C:10]([N:11]=1)=[CH:9][CH:8]=[C:7]([F:12])[CH:6]=2.Cl.[CH2:19]([O:21][C:22](=[O:25])[CH2:23][NH2:24])[CH3:20].C(N(CC)CC)C.Cl, predict the reaction product. The product is: [CH2:19]([O:21][C:22](=[O:25])[CH2:23][NH:24][C:2]1[C:3]2[N:4]([C:13](=[O:16])[NH:14][N:15]=2)[C:5]2[C:10]([N:11]=1)=[CH:9][CH:8]=[C:7]([F:12])[CH:6]=2)[CH3:20]. (2) Given the reactants [N:1]1[C:10]2[C:5](=[CH:6][C:7](B(O)O)=[CH:8][CH:9]=2)[CH:4]=[CH:3][CH:2]=1.N1C=CC=CC=1.[C:20]([C:24]1[CH:28]=[C:27]([C:29]([O:31][CH2:32][CH3:33])=[O:30])[NH:26][N:25]=1)([CH3:23])([CH3:22])[CH3:21], predict the reaction product. The product is: [C:20]([C:24]1[CH:28]=[C:27]([C:29]([O:31][CH2:32][CH3:33])=[O:30])[N:26]([C:7]2[CH:6]=[C:5]3[C:10](=[CH:9][CH:8]=2)[N:1]=[CH:2][CH:3]=[CH:4]3)[N:25]=1)([CH3:23])([CH3:21])[CH3:22]. (3) Given the reactants [Cl:1][C:2]1[CH:7]=[CH:6][C:5]([C:8]2[CH2:12][CH2:11][CH2:10][CH:9]=2)=[CH:4][N:3]=1.C1C[O:16]CC1, predict the reaction product. The product is: [Cl:1][C:2]1[CH:7]=[CH:6][C:5]([CH:8]2[CH2:12][CH2:11][CH2:10][CH2:9]2)=[CH:4][N:3]=1.[Cl:1][C:2]1[N:3]=[CH:4][C:5]([C:8]2([OH:16])[CH2:12][CH2:11][CH2:10][CH2:9]2)=[CH:6][CH:7]=1. (4) Given the reactants Cl[C:2]1[CH:7]=[CH:6][C:5]([N+:8]([O-:10])=[O:9])=[CH:4][N:3]=1.[CH3:11][N:12]1[CH2:18][CH2:17][CH2:16][NH:15][CH2:14][CH2:13]1.CCN(C(C)C)C(C)C, predict the reaction product. The product is: [CH3:11][N:12]1[CH2:18][CH2:17][CH2:16][N:15]([C:2]2[CH:7]=[CH:6][C:5]([N+:8]([O-:10])=[O:9])=[CH:4][N:3]=2)[CH2:14][CH2:13]1. (5) Given the reactants [Br:1][C:2]1[CH:10]=[CH:9][C:5]([C:6]([OH:8])=O)=[CH:4][C:3]=1[CH3:11].S(Cl)(Cl)=O.[CH3:16][CH:17]([CH3:21])[CH2:18][CH2:19][NH2:20].[OH-].[Na+].BrC1C=CC(C(Cl)=O)=CC=1C, predict the reaction product. The product is: [Br:1][C:2]1[CH:10]=[CH:9][C:5]([C:6]([NH:20][CH2:19][CH2:18][CH:17]([CH3:21])[CH3:16])=[O:8])=[CH:4][C:3]=1[CH3:11]. (6) Given the reactants [Cl-:1].[Cr+3:2].N1C2C=CC=CC=2N=C1CNCC1NC2C=CC=CC=2N=1.[Cl-].[Cl-].[NH:26]1[C:30]2[CH:31]=[CH:32][CH:33]=[CH:34][C:29]=2[N:28]=[C:27]1[CH2:35][N:36]([CH2:43][C:44]1[NH:48][C:47]2[CH:49]=[CH:50][CH:51]=[CH:52][C:46]=2[N:45]=1)[C:37]1[CH:42]=[CH:41][CH:40]=[CH:39][CH:38]=1.[K+].[Br-], predict the reaction product. The product is: [Cl-:1].[Cr+3:2].[NH:26]1[C:30]2[CH:31]=[CH:32][CH:33]=[CH:34][C:29]=2[N:28]=[C:27]1[CH2:35][N:36]([CH2:43][C:44]1[NH:45][C:46]2[CH:52]=[CH:51][CH:50]=[CH:49][C:47]=2[N:48]=1)[C:37]1[CH:38]=[CH:39][CH:40]=[CH:41][CH:42]=1.[Cl-:1].[Cl-:1]. (7) Given the reactants [Si:1]([O:8][CH2:9][C:10]1[C:18]2[O:17][N:16]=[C:15]([CH2:19][CH2:20][CH:21]3[CH2:26][CH2:25][N:24]([C:27]([O:29][C:30]([CH3:33])([CH3:32])[CH3:31])=[O:28])[CH2:23][CH2:22]3)[C:14]=2[CH:13]=[CH:12][C:11]=1OS(C(F)(F)F)(=O)=O)([C:4]([CH3:7])([CH3:6])[CH3:5])([CH3:3])[CH3:2].[CH2:42](C([Sn])=C(CCCC)CCCC)[CH2:43]CC.[Cl-].[Li+].CN1CCCC1=O, predict the reaction product. The product is: [Si:1]([O:8][CH2:9][C:10]1[C:18]2[O:17][N:16]=[C:15]([CH2:19][CH2:20][CH:21]3[CH2:26][CH2:25][N:24]([C:27]([O:29][C:30]([CH3:31])([CH3:32])[CH3:33])=[O:28])[CH2:23][CH2:22]3)[C:14]=2[CH:13]=[CH:12][C:11]=1[CH:42]=[CH2:43])([C:4]([CH3:6])([CH3:7])[CH3:5])([CH3:3])[CH3:2]. (8) The product is: [Cl:30][C:31]1[N:32]=[CH:33][N:34]=[C:35]([N:20]2[CH2:21][CH2:22][C:16]3[C:15]([N:23]4[CH2:28][CH2:27][O:26][CH2:25][C@@H:24]4[CH3:29])=[N:14][C:13]([C:10]4[CH:9]=[CH:8][C:7]([NH:6][C:4]([NH:3][CH2:1][CH3:2])=[O:5])=[CH:12][CH:11]=4)=[N:18][C:17]=3[CH2:19]2)[CH:36]=1. Given the reactants [CH2:1]([NH:3][C:4]([NH:6][C:7]1[CH:12]=[CH:11][C:10]([C:13]2[N:14]=[C:15]([N:23]3[CH2:28][CH2:27][O:26][CH2:25][C@@H:24]3[CH3:29])[C:16]3[CH2:22][CH2:21][NH:20][CH2:19][C:17]=3[N:18]=2)=[CH:9][CH:8]=1)=[O:5])[CH3:2].[Cl:30][C:31]1[CH:36]=[C:35](Cl)[N:34]=[CH:33][N:32]=1.CN(C)C=O, predict the reaction product. (9) Given the reactants [OH:1][C:2]1[CH:7]=[C:6]([O:8][CH2:9][O:10][CH3:11])[CH:5]=[CH:4][C:3]=1[C:12](=[O:14])[CH3:13].[CH2:15]([O:22][C:23]1[CH:30]=[CH:29][C:26]([CH:27]=O)=[CH:25][C:24]=1[O:31][CH2:32][O:33][CH3:34])[C:16]1[CH:21]=[CH:20][CH:19]=[CH:18][CH:17]=1.[OH-].[K+].Cl, predict the reaction product. The product is: [CH2:15]([O:22][C:23]1[CH:30]=[CH:29][C:26](/[CH:27]=[CH:13]/[C:12]([C:3]2[CH:4]=[CH:5][C:6]([O:8][CH2:9][O:10][CH3:11])=[CH:7][C:2]=2[OH:1])=[O:14])=[CH:25][C:24]=1[O:31][CH2:32][O:33][CH3:34])[C:16]1[CH:17]=[CH:18][CH:19]=[CH:20][CH:21]=1. (10) Given the reactants [C:1]([O:5][C:6]([N:8]1[CH2:14][CH2:13][CH2:12][N:11]([C:15]([C:17]2[CH:18]=[C:19]3[C:23](=[CH:24][CH:25]=2)[NH:22][C:21]([C:26]([OH:28])=O)=[CH:20]3)=[O:16])[CH2:10][CH2:9]1)=[O:7])([CH3:4])([CH3:3])[CH3:2].[NH:29]1[CH2:34][CH2:33][O:32][CH2:31][CH2:30]1.Cl.C(N=C=NCCCN(C)C)C, predict the reaction product. The product is: [C:1]([O:5][C:6]([N:8]1[CH2:14][CH2:13][CH2:12][N:11]([C:15]([C:17]2[CH:18]=[C:19]3[C:23](=[CH:24][CH:25]=2)[NH:22][C:21]([C:26]([N:29]2[CH2:34][CH2:33][O:32][CH2:31][CH2:30]2)=[O:28])=[CH:20]3)=[O:16])[CH2:10][CH2:9]1)=[O:7])([CH3:4])([CH3:2])[CH3:3].